This data is from Reaction yield outcomes from USPTO patents with 853,638 reactions. The task is: Predict the reaction yield, written as a fraction of the theoretical maximum amount of product (1.0 means a 100% yield; for example, 0.34 means a 34% yield). (1) The reactants are F[C:2]1[C:7]([F:8])=[CH:6][C:5]([C:9]2[CH:10]=[N:11][N:12]([CH2:14][CH2:15][O:16][CH:17]3[CH2:22][CH2:21][CH2:20][CH2:19][O:18]3)[CH:13]=2)=[CH:4][N:3]=1.[NH2:23][NH2:24]. The catalyst is CC(O)C.O. The product is [F:8][C:7]1[C:2]([NH:23][NH2:24])=[N:3][CH:4]=[C:5]([C:9]2[CH:10]=[N:11][N:12]([CH2:14][CH2:15][O:16][CH:17]3[CH2:22][CH2:21][CH2:20][CH2:19][O:18]3)[CH:13]=2)[CH:6]=1. The yield is 0.720. (2) The reactants are [CH2:1]([N:8]1[CH2:14][C:13]2[C:15]([N+:21]([O-])=O)=[C:16]([O:19][CH3:20])[CH:17]=[CH:18][C:12]=2[NH:11][C:10](=[O:24])[CH2:9]1)[C:2]1[CH:7]=[CH:6][CH:5]=[CH:4][CH:3]=1. The catalyst is CO.[Ni]. The product is [NH2:21][C:15]1[C:13]2[CH2:14][N:8]([CH2:1][C:2]3[CH:7]=[CH:6][CH:5]=[CH:4][CH:3]=3)[CH2:9][C:10](=[O:24])[NH:11][C:12]=2[CH:18]=[CH:17][C:16]=1[O:19][CH3:20]. The yield is 0.980. (3) The reactants are C([O:4][C@H:5]1[C@H:9]2[O:10][CH2:11][C@@:6]1([CH2:21][O:22]C(=O)C)[O:7][C@H:8]2[N:12]1[CH:20]=[C:18]([CH3:19])[C:16](=O)[NH:15][C:13]1=[O:14])(=O)C.[NH:26]1C=NC=N1.O=P(Cl)(Cl)Cl.[C:36](Cl)(=[O:43])[C:37]1[CH:42]=[CH:41][CH:40]=[CH:39][CH:38]=1. The catalyst is C(#N)C.O.C(N(CC)CC)C. The product is [OH:22][CH2:21][C@@:6]12[C@@H:5]([OH:4])[C@@H:9]([O:10][CH2:11]1)[C@H:8]([N:12]1[CH:20]=[C:18]([CH3:19])[C:16]([NH:26][C:36](=[O:43])[C:37]3[CH:42]=[CH:41][CH:40]=[CH:39][CH:38]=3)=[N:15][C:13]1=[O:14])[O:7]2. The yield is 0.380. (4) The reactants are Cl[C:2]1[CH:7]=[CH:6][C:5]([S:8]([C:11]2[CH:16]=[CH:15][CH:14]=[CH:13][C:12]=2[F:17])(=[O:10])=[O:9])=[CH:4][N:3]=1.[CH2:18]([Sn](CCCC)(CCCC)C=C)[CH2:19]CC. The catalyst is O1CCCC1.C(OCC)(=O)C. The product is [CH:18]([C:2]1[CH:7]=[CH:6][C:5]([S:8]([C:11]2[CH:16]=[CH:15][CH:14]=[CH:13][C:12]=2[F:17])(=[O:10])=[O:9])=[CH:4][N:3]=1)=[CH2:19]. The yield is 0.660. (5) The reactants are [OH-:1].[Na+].[CH:3]([N:6]1[C:10]([C:11]([F:14])([F:13])[F:12])=[C:9](CC#N)[CH:8]=[N:7]1)([CH3:5])[CH3:4].[CH3:18][CH2:19][OH:20]. No catalyst specified. The product is [CH:3]([N:6]1[C:10]([C:11]([F:14])([F:13])[F:12])=[C:9]([CH2:18][C:19]([OH:1])=[O:20])[CH:8]=[N:7]1)([CH3:5])[CH3:4]. The yield is 0.750. (6) The reactants are [NH:1]1[CH2:5][CH2:4][CH2:3][CH2:2]1.[CH3:6][O:7][C:8]1[CH:15]=[CH:14][CH:13]=[CH:12][C:9]=1[CH:10]=O.C([Cl:19])(=O)C. No catalyst specified. The product is [Cl-:19].[CH3:6][O:7][C:8]1[CH:15]=[CH:14][CH:13]=[CH:12][C:9]=1[CH:10]=[N+:1]1[CH2:5][CH2:4][CH2:3][CH2:2]1. The yield is 0.780.